Predict which catalyst facilitates the given reaction. From a dataset of Catalyst prediction with 721,799 reactions and 888 catalyst types from USPTO. (1) Reactant: [N+:1]([C:4]1[CH:5]=[C:6]2[C:10](=[CH:11][CH:12]=1)[NH:9][N:8]=[CH:7]2)([O-:3])=[O:2].Cl.[N:14]1[CH:19]=[CH:18][CH:17]=[CH:16][C:15]=1[CH2:20]Cl.C(=O)([O-])[O-].[K+].[K+]. Product: [N+:1]([C:4]1[CH:5]=[C:6]2[C:10](=[CH:11][CH:12]=1)[N:9]([CH2:20][C:15]1[CH:16]=[CH:17][CH:18]=[CH:19][N:14]=1)[N:8]=[CH:7]2)([O-:3])=[O:2]. The catalyst class is: 18. (2) Reactant: [NH2:1][C:2]1[CH:7]=[CH:6][CH:5]=[CH:4][CH:3]=1.[C:8]1(=[O:14])[CH2:13][CH2:12][CH2:11][CH:10]=[CH:9]1. Product: [C:2]1([NH:1][CH:10]2[CH2:11][CH2:12][CH2:13][C:8](=[O:14])[CH2:9]2)[CH:7]=[CH:6][CH:5]=[CH:4][CH:3]=1. The catalyst class is: 61. (3) Reactant: ClC1C=CC=C(C(OO)=[O:9])C=1.[Cl:12][C:13]1[CH:18]=[C:17]([C:19]2[CH:24]=[CH:23][CH:22]=[CH:21][CH:20]=2)[CH:16]=[CH:15][N:14]=1. Product: [Cl:12][C:13]1[CH:18]=[C:17]([C:19]2[CH:24]=[CH:23][CH:22]=[CH:21][CH:20]=2)[CH:16]=[CH:15][N+:14]=1[O-:9]. The catalyst class is: 4. (4) Reactant: [NH2:1][CH:2]1[CH2:7][CH2:6][N:5]([CH2:8][C:9]2[CH:14]=[CH:13][CH:12]=[CH:11][CH:10]=2)[CH2:4][CH2:3]1.C(N(CC)CC)C.[C:22](O[C:22]([O:24][C:25]([CH3:28])([CH3:27])[CH3:26])=[O:23])([O:24][C:25]([CH3:28])([CH3:27])[CH3:26])=[O:23].O. Product: [CH2:8]([N:5]1[CH2:6][CH2:7][CH:2]([NH:1][C:22]([O:24][C:25]([CH3:28])([CH3:27])[CH3:26])=[O:23])[CH2:3][CH2:4]1)[C:9]1[CH:14]=[CH:13][CH:12]=[CH:11][CH:10]=1. The catalyst class is: 42. (5) Reactant: Cl[C:2]1[C:3]2[C:10]([CH3:11])=[C:9]([CH3:12])[N:8]([C:13]3[CH:18]=[CH:17][CH:16]=[C:15]([Cl:19])[CH:14]=3)[C:4]=2[N:5]=[CH:6][N:7]=1.O.[NH2:21][NH2:22]. Product: [Cl:19][C:15]1[CH:14]=[C:13]([N:8]2[C:4]3[N:5]=[CH:6][N:7]=[C:2]([NH:21][NH2:22])[C:3]=3[C:10]([CH3:11])=[C:9]2[CH3:12])[CH:18]=[CH:17][CH:16]=1. The catalyst class is: 8. (6) Reactant: [Cl:1][C:2]1[CH:21]=[C:20]([OH:22])[CH:19]=[C:18]([Cl:23])[C:3]=1[CH2:4][C@@H:5]1[CH2:9][CH2:8][N:7]([N:10]2[CH2:15][CH2:14][CH:13]([OH:16])[CH2:12][CH2:11]2)[C:6]1=[O:17].[F:24][C:25]([F:38])([F:37])[S:26](O[S:26]([C:25]([F:38])([F:37])[F:24])(=[O:28])=[O:27])(=[O:28])=[O:27]. Product: [Cl:23][C:18]1[CH:19]=[C:20]([O:22][S:26]([C:25]([F:38])([F:37])[F:24])(=[O:28])=[O:27])[CH:21]=[C:2]([Cl:1])[C:3]=1[CH2:4][C@@H:5]1[CH2:9][CH2:8][N:7]([N:10]2[CH2:15][CH2:14][CH:13]([OH:16])[CH2:12][CH2:11]2)[C:6]1=[O:17]. The catalyst class is: 2. (7) Reactant: [O:1]1[C:5]2[CH:6]=[CH:7][C:8]([NH:10][C:11]3[CH:23]=[C:22]([N:24]4[C:32]5[C:27](=[CH:28][CH:29]=[CH:30][CH:31]=5)[CH2:26][CH2:25]4)[CH:21]=[CH:20][C:12]=3[C:13]([O:15]C(C)(C)C)=[O:14])=[CH:9][C:4]=2[O:3][CH2:2]1. Product: [O:1]1[C:5]2[CH:6]=[CH:7][C:8]([NH:10][C:11]3[CH:23]=[C:22]([N:24]4[C:32]5[C:27](=[CH:28][CH:29]=[CH:30][CH:31]=5)[CH2:26][CH2:25]4)[CH:21]=[CH:20][C:12]=3[C:13]([OH:15])=[O:14])=[CH:9][C:4]=2[O:3][CH2:2]1. The catalyst class is: 55. (8) Reactant: F[C:2]1[CH:10]=[CH:9][C:5]([C:6]([OH:8])=[O:7])=[C:4]([NH:11][C:12]2[CH:17]=[CH:16][C:15]([S:18][CH3:19])=[CH:14][C:13]=2[F:20])[C:3]=1[CH:21]=O.O.[NH2:24][NH2:25]. Product: [F:20][C:13]1[CH:14]=[C:15]([S:18][CH3:19])[CH:16]=[CH:17][C:12]=1[NH:11][C:4]1[C:5]([C:6]([OH:8])=[O:7])=[CH:9][CH:10]=[C:2]2[C:3]=1[CH:21]=[N:24][NH:25]2. The catalyst class is: 57. (9) Reactant: [CH3:1][Si:2]([CH3:19])([CH3:18])[CH2:3][CH2:4][O:5][CH2:6][O:7][CH2:8][C:9]1[N:10]=[C:11]([C:14]([NH:16][NH2:17])=[O:15])[S:12][CH:13]=1.[CH3:20][O:21][C:22](=[O:30])[C:23]([CH3:29])([CH3:28])[CH2:24][C:25](O)=[O:26].CN(C(ON1N=NC2C=CC=NC1=2)=[N+](C)C)C.F[P-](F)(F)(F)(F)F.O. Product: [CH3:28][C:23]([CH3:29])([CH2:24][C:25](=[O:26])[NH:17][NH:16][C:14]([C:11]1[S:12][CH:13]=[C:9]([CH2:8][O:7][CH2:6][O:5][CH2:4][CH2:3][Si:2]([CH3:19])([CH3:18])[CH3:1])[N:10]=1)=[O:15])[C:22]([O:21][CH3:20])=[O:30]. The catalyst class is: 10.